This data is from NCI-60 drug combinations with 297,098 pairs across 59 cell lines. The task is: Regression. Given two drug SMILES strings and cell line genomic features, predict the synergy score measuring deviation from expected non-interaction effect. Drug 1: C1CCC(CC1)NC(=O)N(CCCl)N=O. Drug 2: C(CN)CNCCSP(=O)(O)O. Cell line: NCIH23. Synergy scores: CSS=12.0, Synergy_ZIP=-5.40, Synergy_Bliss=-2.81, Synergy_Loewe=-16.2, Synergy_HSA=-1.37.